Predict which catalyst facilitates the given reaction. From a dataset of Catalyst prediction with 721,799 reactions and 888 catalyst types from USPTO. (1) Reactant: [N+:1]([O-:4])(O)=[O:2].[OH:5][C:6]1[C:15]2[C:10](=[N:11][C:12]([C:16]3[C:21]([C:22]([F:25])([F:24])[F:23])=[CH:20][CH:19]=[CH:18][N:17]=3)=[CH:13][CH:14]=2)[NH:9][C:8](=[O:26])[CH:7]=1.[OH-].[Na+]. Product: [N+:1]([C:7]1[C:8](=[O:26])[NH:9][C:10]2[C:15]([C:6]=1[OH:5])=[CH:14][CH:13]=[C:12]([C:16]1[C:21]([C:22]([F:23])([F:25])[F:24])=[CH:20][CH:19]=[CH:18][N:17]=1)[N:11]=2)([O-:4])=[O:2]. The catalyst class is: 65. (2) Reactant: [CH3:16][C:11]1([CH3:17])[C:12]([CH3:15])([CH3:14])[O:13][B:9]([B:9]2[O:13][C:12]([CH3:15])([CH3:14])[C:11]([CH3:17])([CH3:16])[O:10]2)[O:10]1.Br[C:20]1[C:21]([CH3:28])=[CH:22][C:23]([CH3:27])=[C:24]([CH:26]=1)[NH2:25].C([O-])(=O)C.[K+]. Product: [CH3:27][C:23]1[CH:22]=[C:21]([CH3:28])[C:20]([B:9]2[O:10][C:11]([CH3:16])([CH3:17])[C:12]([CH3:14])([CH3:15])[O:13]2)=[CH:26][C:24]=1[NH2:25]. The catalyst class is: 77.